Dataset: Full USPTO retrosynthesis dataset with 1.9M reactions from patents (1976-2016). Task: Predict the reactants needed to synthesize the given product. Given the product [CH:1]1([O:6][C:7]2[CH:8]=[C:9]([NH:10][CH2:16][CH2:17][NH:18][C:19](=[O:25])[O:20][C:21]([CH3:24])([CH3:23])[CH3:22])[CH:11]=[CH:12][C:13]=2[CH3:14])[CH2:5][CH2:4][CH2:3][CH2:2]1, predict the reactants needed to synthesize it. The reactants are: [CH:1]1([O:6][C:7]2[CH:8]=[C:9]([CH:11]=[CH:12][C:13]=2[CH3:14])[NH2:10])[CH2:5][CH2:4][CH2:3][CH2:2]1.Br[CH2:16][CH2:17][NH:18][C:19](=[O:25])[O:20][C:21]([CH3:24])([CH3:23])[CH3:22].CCN(C(C)C)C(C)C.